This data is from NCI-60 drug combinations with 297,098 pairs across 59 cell lines. The task is: Regression. Given two drug SMILES strings and cell line genomic features, predict the synergy score measuring deviation from expected non-interaction effect. (1) Drug 1: CN1C(=O)N2C=NC(=C2N=N1)C(=O)N. Drug 2: CC12CCC3C(C1CCC2O)C(CC4=C3C=CC(=C4)O)CCCCCCCCCS(=O)CCCC(C(F)(F)F)(F)F. Cell line: SK-OV-3. Synergy scores: CSS=-7.55, Synergy_ZIP=2.90, Synergy_Bliss=0.00388, Synergy_Loewe=-5.03, Synergy_HSA=-6.63. (2) Drug 1: CC12CCC3C(C1CCC2O)C(CC4=C3C=CC(=C4)O)CCCCCCCCCS(=O)CCCC(C(F)(F)F)(F)F. Drug 2: C1CN(CCN1C(=O)CCBr)C(=O)CCBr. Cell line: T-47D. Synergy scores: CSS=22.2, Synergy_ZIP=-4.57, Synergy_Bliss=-2.60, Synergy_Loewe=2.32, Synergy_HSA=3.08. (3) Drug 1: CC1=C(C=C(C=C1)C(=O)NC2=CC(=CC(=C2)C(F)(F)F)N3C=C(N=C3)C)NC4=NC=CC(=N4)C5=CN=CC=C5. Drug 2: CCC1=C2CN3C(=CC4=C(C3=O)COC(=O)C4(CC)O)C2=NC5=C1C=C(C=C5)O. Cell line: RPMI-8226. Synergy scores: CSS=25.7, Synergy_ZIP=-0.885, Synergy_Bliss=1.59, Synergy_Loewe=-2.75, Synergy_HSA=4.11. (4) Drug 2: COC1=C2C(=CC3=C1OC=C3)C=CC(=O)O2. Drug 1: CC1OCC2C(O1)C(C(C(O2)OC3C4COC(=O)C4C(C5=CC6=C(C=C35)OCO6)C7=CC(=C(C(=C7)OC)O)OC)O)O. Synergy scores: CSS=25.4, Synergy_ZIP=2.63, Synergy_Bliss=4.29, Synergy_Loewe=-19.8, Synergy_HSA=-4.97. Cell line: OVCAR3. (5) Drug 1: CS(=O)(=O)CCNCC1=CC=C(O1)C2=CC3=C(C=C2)N=CN=C3NC4=CC(=C(C=C4)OCC5=CC(=CC=C5)F)Cl. Drug 2: CCC1(C2=C(COC1=O)C(=O)N3CC4=CC5=C(C=CC(=C5CN(C)C)O)N=C4C3=C2)O.Cl. Cell line: MOLT-4. Synergy scores: CSS=58.2, Synergy_ZIP=-0.230, Synergy_Bliss=-0.363, Synergy_Loewe=-41.8, Synergy_HSA=-1.16. (6) Cell line: OVCAR-8. Drug 2: CC(C1=C(C=CC(=C1Cl)F)Cl)OC2=C(N=CC(=C2)C3=CN(N=C3)C4CCNCC4)N. Drug 1: C1=NC2=C(N1)C(=S)N=C(N2)N. Synergy scores: CSS=6.83, Synergy_ZIP=-2.21, Synergy_Bliss=-4.10, Synergy_Loewe=-12.6, Synergy_HSA=-4.39.